From a dataset of TCR-epitope binding with 47,182 pairs between 192 epitopes and 23,139 TCRs. Binary Classification. Given a T-cell receptor sequence (or CDR3 region) and an epitope sequence, predict whether binding occurs between them. The epitope is FSKQLQQSM. The TCR CDR3 sequence is CASSILTDTQYF. Result: 0 (the TCR does not bind to the epitope).